Dataset: Forward reaction prediction with 1.9M reactions from USPTO patents (1976-2016). Task: Predict the product of the given reaction. (1) Given the reactants [NH2:1][C:2]1[CH:11]=[C:10]([C:12]2[C:21]3[C:16](=[CH:17][C:18]([O:27][CH2:28][CH3:29])=[C:19]4[O:24][C:23]([CH3:26])([CH3:25])[CH2:22][C:20]4=3)[CH2:15][C:14]([CH3:31])([CH3:30])[N:13]=2)[CH:9]=[CH:8][C:3]=1[C:4]([O:6][CH3:7])=[O:5].CO[CH:34](OC)[N:35]([CH3:37])[CH3:36], predict the reaction product. The product is: [CH3:34][N:35](/[CH:37]=[N:1]/[C:2]1[CH:11]=[C:10]([C:12]2[C:21]3[C:16](=[CH:17][C:18]([O:27][CH2:28][CH3:29])=[C:19]4[O:24][C:23]([CH3:26])([CH3:25])[CH2:22][C:20]4=3)[CH2:15][C:14]([CH3:30])([CH3:31])[N:13]=2)[CH:9]=[CH:8][C:3]=1[C:4]([O:6][CH3:7])=[O:5])[CH3:36]. (2) The product is: [ClH:53].[CH2:1]([N:3]1[C:9](=[O:10])[C:8]([CH3:12])([CH3:11])[C:7](=[O:13])[N:6]([CH3:14])[C:5]2[CH:15]=[C:16]([CH2:19][N:20]([CH2:21][CH2:22][C:23]3[CH:24]=[N:25][CH:26]=[CH:27][CH:28]=3)[C:40](=[O:41])[CH2:39][C:32]3[C:33]4[C:38](=[CH:37][CH:36]=[CH:35][CH:34]=4)[N:30]([CH3:29])[CH:31]=3)[CH:17]=[CH:18][C:4]1=2)[CH3:2]. Given the reactants [CH2:1]([N:3]1[C:9](=[O:10])[C:8]([CH3:12])([CH3:11])[C:7](=[O:13])[N:6]([CH3:14])[C:5]2[CH:15]=[C:16]([CH2:19][NH:20][CH2:21][CH2:22][C:23]3[CH:24]=[N:25][CH:26]=[CH:27][CH:28]=3)[CH:17]=[CH:18][C:4]1=2)[CH3:2].[CH3:29][N:30]1[C:38]2[C:33](=[CH:34][CH:35]=[CH:36][CH:37]=2)[C:32]([CH2:39][C:40](O)=[O:41])=[CH:31]1.ON1C2C=CC=CC=2N=N1.[ClH:53], predict the reaction product.